Dataset: Catalyst prediction with 721,799 reactions and 888 catalyst types from USPTO. Task: Predict which catalyst facilitates the given reaction. (1) Reactant: [NH2:1][C:2]1[CH:7]=[CH:6][C:5]([F:8])=[CH:4][N:3]=1.[Cl:9][C:10]1[C:11]([CH:21]=O)=[C:12]([CH:18]=[CH:19][CH:20]=1)[O:13][CH2:14][C:15]([NH2:17])=[O:16].[CH3:23][C:24]1[CH:29]=[CH:28][CH:27]=[C:26]([CH3:30])[C:25]=1[N+:31]#[C-:32].Cl(O)(=O)(=O)=O. Product: [NH2:17][C:15]([CH2:14][O:13][C:12]1[CH:18]=[CH:19][CH:20]=[C:10]([Cl:9])[C:11]=1[C:21]1[N:1]=[C:2]2[CH:7]=[CH:6][C:5]([F:8])=[CH:4][N:3]2[C:32]=1[NH:31][C:25]1[C:26]([CH3:30])=[CH:27][CH:28]=[CH:29][C:24]=1[CH3:23])=[O:16]. The catalyst class is: 8. (2) Reactant: [CH3:1][C:2]1[CH:11]=[CH:10][C:5]([C:6]([O:8]C)=[O:7])=[CH:4][C:3]=1[N:12]1[C:21](=[O:22])[C:20]2[C:15](=[CH:16][CH:17]=[C:18]([CH2:23][N:24]3[CH2:29][CH2:28][O:27][CH2:26][CH2:25]3)[CH:19]=2)[N:14]=[CH:13]1.[OH-].[Na+].Cl. Product: [CH3:1][C:2]1[CH:11]=[CH:10][C:5]([C:6]([OH:8])=[O:7])=[CH:4][C:3]=1[N:12]1[C:21](=[O:22])[C:20]2[C:15](=[CH:16][CH:17]=[C:18]([CH2:23][N:24]3[CH2:29][CH2:28][O:27][CH2:26][CH2:25]3)[CH:19]=2)[N:14]=[CH:13]1. The catalyst class is: 24. (3) Reactant: [F:1][C:2]1[CH:35]=[CH:34][C:5]([CH2:6][N:7]2[C:12](=[O:13])[C:11]([C:14]3[N:19]([CH3:20])[C:18]4[CH:21]=[CH:22][C:23](I)=[CH:24][C:17]=4[S:16](=[O:27])(=[O:26])[N:15]=3)=[C:10]([OH:28])[C:9]([C:29]3[S:30][CH:31]=[CH:32][CH:33]=3)=[N:8]2)=[CH:4][CH:3]=1.[CH3:36][S:37]([NH2:40])(=[O:39])=[O:38].N(CC(O)=O)C.[O-]P([O-])([O-])=O.[K+].[K+].[K+]. Product: [F:1][C:2]1[CH:35]=[CH:34][C:5]([CH2:6][N:7]2[C:12](=[O:13])[C:11]([C:14]3[N:19]([CH3:20])[C:18]4[CH:21]=[CH:22][C:23]([NH:40][S:37]([CH3:36])(=[O:39])=[O:38])=[CH:24][C:17]=4[S:16](=[O:27])(=[O:26])[N:15]=3)=[C:10]([OH:28])[C:9]([C:29]3[S:30][CH:31]=[CH:32][CH:33]=3)=[N:8]2)=[CH:4][CH:3]=1. The catalyst class is: 471.